Predict the product of the given reaction. From a dataset of Forward reaction prediction with 1.9M reactions from USPTO patents (1976-2016). (1) Given the reactants Cl.[Cl:2][C:3]1[CH:11]=[C:10]2[C:6]([C:7]([CH2:21][CH:22]([CH3:24])[CH3:23])=[CH:8][N:9]2[C:12]2[S:13][CH:14]=[C:15]([C:17](=[NH:20])OC)[N:16]=2)=[CH:5][CH:4]=1.[NH3:25], predict the reaction product. The product is: [Cl:2][C:3]1[CH:11]=[C:10]2[C:6]([C:7]([CH2:21][CH:22]([CH3:24])[CH3:23])=[CH:8][N:9]2[C:12]2[S:13][CH:14]=[C:15]([C:17](=[NH:25])[NH2:20])[N:16]=2)=[CH:5][CH:4]=1. (2) Given the reactants Br[C:2]1[CH:3]=[C:4]([CH:9]=[C:10](Br)[C:11]=1[O:12][C:13]([F:16])([F:15])[F:14])[C:5]([O:7][CH3:8])=[O:6].C([O-])([O-])=O.[Cs+].[Cs+].[CH:24]1([B-](F)(F)F)[CH2:26][CH2:25]1.[K+].[C:32]1([CH3:38])C=CC=C[CH:33]=1, predict the reaction product. The product is: [CH:24]1([C:2]2[CH:3]=[C:4]([CH:9]=[C:10]([CH:38]3[CH2:32][CH2:33]3)[C:11]=2[O:12][C:13]([F:16])([F:15])[F:14])[C:5]([O:7][CH3:8])=[O:6])[CH2:26][CH2:25]1. (3) Given the reactants [OH:1][CH2:2][C:3]1[C:4](=[O:10])[NH:5][C:6]([CH3:9])=[CH:7][CH:8]=1.C1COCC1.CO, predict the reaction product. The product is: [CH3:9][C:6]1[NH:5][C:4](=[O:10])[C:3]([CH:2]=[O:1])=[CH:8][CH:7]=1. (4) The product is: [NH2:17][C:11]1([C:9]([NH:8][CH2:1][C:2]2[CH:3]=[CH:4][CH:5]=[CH:6][CH:7]=2)=[O:10])[CH2:16][CH2:15][CH2:14][CH2:13][CH2:12]1. Given the reactants [CH2:1]([NH:8][C:9]([C:11]1([NH:17]C(=O)OC(C)(C)C)[CH2:16][CH2:15][CH2:14][CH2:13][CH2:12]1)=[O:10])[C:2]1[CH:7]=[CH:6][CH:5]=[CH:4][CH:3]=1, predict the reaction product. (5) Given the reactants C([O:3][C:4](=[O:32])[C:5]1[CH:10]=[CH:9][CH:8]=[C:7]([N:11]2[C:15]([CH3:16])=[CH:14][CH:13]=[C:12]2[C:17]2[CH:22]=[C:21]([Cl:23])[CH:20]=[CH:19][C:18]=2[O:24][CH2:25][C:26]2[CH:31]=[CH:30][CH:29]=[CH:28][CH:27]=2)[CH:6]=1)C, predict the reaction product. The product is: [Cl:23][C:21]1[CH:20]=[CH:19][C:18]([O:24][CH2:25][C:26]2[CH:31]=[CH:30][CH:29]=[CH:28][CH:27]=2)=[C:17]([C:12]2[N:11]([C:7]3[CH:6]=[C:5]([CH:10]=[CH:9][CH:8]=3)[C:4]([OH:32])=[O:3])[C:15]([CH3:16])=[CH:14][CH:13]=2)[CH:22]=1. (6) Given the reactants [C@H]12O[C@H:6]1[CH2:5][CH2:4][C@@H:3]([NH:8][C:9](=O)OC(C)(C)C)C2.C1(C(C2C=CC=CC=2)(C2C=CC=CC=2)S)C=CC=CC=1.[C:36](#[N:38])[CH3:37], predict the reaction product. The product is: [CH2:4]1[CH2:3][N:8]2[C:6](=[N:38][CH2:36][CH2:37][CH2:9]2)[CH2:5]1. (7) Given the reactants [C:1]([O:5][C:6](=[O:22])[NH:7][C@H:8]1[CH2:13][C@@H:12]([C:14]2[CH:19]=[CH:18][CH:17]=[CH:16][CH:15]=2)[C@@H:11]([CH3:20])[NH:10][C:9]1=O)([CH3:4])([CH3:3])[CH3:2].COC1C=CC(P2(SP(C3C=CC(OC)=CC=3)(=S)S2)=[S:32])=CC=1, predict the reaction product. The product is: [C:1]([O:5][C:6](=[O:22])[NH:7][C@H:8]1[CH2:13][C@@H:12]([C:14]2[CH:19]=[CH:18][CH:17]=[CH:16][CH:15]=2)[C@@H:11]([CH3:20])[NH:10][C:9]1=[S:32])([CH3:4])([CH3:3])[CH3:2]. (8) Given the reactants [C:1]([O:5][C:6]([N:8]1[C:16]2[C:11](=[CH:12][CH:13]=[CH:14][CH:15]=2)[CH2:10][C@H:9]1[C:17]([OH:19])=O)=[O:7])([CH3:4])([CH3:3])[CH3:2].[N:20]1[NH:21][N:22]=[C:23]([CH2:25][NH2:26])[CH:24]=1, predict the reaction product. The product is: [N:20]1[NH:21][N:22]=[C:23]([CH2:25][NH:26][C:17]([C@@H:9]2[CH2:10][C:11]3[C:16](=[CH:15][CH:14]=[CH:13][CH:12]=3)[N:8]2[C:6]([O:5][C:1]([CH3:4])([CH3:3])[CH3:2])=[O:7])=[O:19])[CH:24]=1. (9) Given the reactants Cl.[NH2:2][CH2:3][C:4]1[CH:9]=[CH:8][C:7]([OH:10])=[C:6]([O:11][CH3:12])[CH:5]=1.[Cl:13][C:14]1[CH:19]=[CH:18][C:17]([C:20]2[CH:25]=[CH:24][CH:23]=[C:22]([NH:26][C:27](=O)[O:28]C3C=CC=CC=3)[CH:21]=2)=[CH:16][CH:15]=1.O, predict the reaction product. The product is: [Cl:13][C:14]1[CH:15]=[CH:16][C:17]([C:20]2[CH:25]=[CH:24][CH:23]=[C:22]([NH:26][C:27]([NH:2][CH2:3][C:4]3[CH:9]=[CH:8][C:7]([OH:10])=[C:6]([O:11][CH3:12])[CH:5]=3)=[O:28])[CH:21]=2)=[CH:18][CH:19]=1.